This data is from Reaction yield outcomes from USPTO patents with 853,638 reactions. The task is: Predict the reaction yield, written as a fraction of the theoretical maximum amount of product (1.0 means a 100% yield; for example, 0.34 means a 34% yield). (1) The reactants are [F:1][C:2]1[C:7]([I:8])=[CH:6][C:5]([O:9]C(=O)[O:9][C:5]2[CH:6]=[C:7]([I:8])[C:2]([F:1])=[CH:3][C:4]=2[CH3:22])=[C:4]([CH3:22])[CH:3]=1.[OH-].[Na+].CCOC(C)=O.CCCCCC. The catalyst is CO.CCOC(C)=O. The product is [F:1][C:2]1[C:7]([I:8])=[CH:6][C:5]([OH:9])=[C:4]([CH3:22])[CH:3]=1. The yield is 0.840. (2) The reactants are [Cl:1][C:2]1[CH:3]=[C:4]([NH:13][CH2:14][CH:15]2[CH2:19][CH2:18][CH2:17][CH2:16]2)[C:5]([CH3:12])=[C:6]([CH:11]=1)[C:7]([O:9][CH3:10])=[O:8].[C:20](=O)([O-])[O-].[Cs+].[Cs+].CI. The catalyst is C(#N)C. The product is [Cl:1][C:2]1[CH:3]=[C:4]([N:13]([CH2:14][CH:15]2[CH2:16][CH2:17][CH2:18][CH2:19]2)[CH3:20])[C:5]([CH3:12])=[C:6]([CH:11]=1)[C:7]([O:9][CH3:10])=[O:8]. The yield is 0.950. (3) The reactants are [C:1]([O:5][C:6]([N:8]1[CH2:12][CH:11]([OH:13])[CH2:10][CH:9]1[C:14](=[O:26])[NH:15][C:16]1([C:21]([O:23][CH2:24][CH3:25])=[O:22])[CH2:18][CH:17]1[CH:19]=[CH2:20])=[O:7])([CH3:4])([CH3:3])[CH3:2].[N+:27]([C:30]1[CH:38]=[CH:37][C:33]([C:34](O)=[O:35])=[CH:32][CH:31]=1)([O-:29])=[O:28].C1C=CC(P(C2C=CC=CC=2)C2C=CC=CC=2)=CC=1. The catalyst is C1COCC1. The product is [C:1]([O:5][C:6]([N:8]1[CH2:12][CH:11]([O:13][C:34](=[O:35])[C:33]2[CH:32]=[CH:31][C:30]([N+:27]([O-:29])=[O:28])=[CH:38][CH:37]=2)[CH2:10][CH:9]1[C:14](=[O:26])[NH:15][C:16]1([C:21]([O:23][CH2:24][CH3:25])=[O:22])[CH2:18][CH:17]1[CH:19]=[CH2:20])=[O:7])([CH3:4])([CH3:2])[CH3:3]. The yield is 0.720. (4) The reactants are C(OC([NH:8][C@H:9]([C:14]1[CH:19]=[CH:18][C:17]([C:20](=[O:28])[NH:21][C:22]2[CH:27]=[CH:26][N:25]=[CH:24][CH:23]=2)=[CH:16][CH:15]=1)[CH2:10][C:11](O)=O)=O)(C)(C)C.[CH3:29][O:30][C:31]1[CH:36]=[CH:35][C:34]([S:37]([Cl:40])(=[O:39])=[O:38])=[CH:33][CH:32]=1.[CH3:41][CH2:42][N:43](C(C)C)C(C)C. The catalyst is C1COCC1.CCOC(C)=O.O. The product is [ClH:40].[ClH:40].[NH2:8][CH:9]([CH:10]1[CH2:11][CH2:41][CH2:42][N:43]1[S:37]([C:34]1[CH:35]=[CH:36][C:31]([O:30][CH3:29])=[CH:32][CH:33]=1)(=[O:39])=[O:38])[C:14]1[CH:15]=[CH:16][C:17]([C:20]([NH:21][C:22]2[CH:23]=[CH:24][N:25]=[CH:26][CH:27]=2)=[O:28])=[CH:18][CH:19]=1. The yield is 0.710. (5) The reactants are [CH3:1][O:2][CH2:3][O:4][C:5]1[CH:9]=[C:8]([C:10]([O:12][CH3:13])=[O:11])[NH:7][N:6]=1.[Cl:14][C:15]1[CH:22]=[C:21]([C:23]([F:26])([F:25])[F:24])[CH:20]=[CH:19][C:16]=1[CH2:17]Cl.C(=O)([O-])[O-].[K+].[K+].CN(C)C=O. The catalyst is O. The product is [Cl:14][C:15]1[CH:22]=[C:21]([C:23]([F:24])([F:25])[F:26])[CH:20]=[CH:19][C:16]=1[CH2:17][N:7]1[C:8]([C:10]([O:12][CH3:13])=[O:11])=[CH:9][C:5]([O:4][CH2:3][O:2][CH3:1])=[N:6]1. The yield is 0.710. (6) The reactants are [F:1][C:2]1[CH:3]=[C:4]([N+:10]([O-:12])=[O:11])[CH:5]=[C:6]([F:9])[C:7]=1F.[Cl:13][C:14]1[CH:19]=[CH:18][C:17]([OH:20])=[CH:16][CH:15]=1.C([O-])([O-])=O.[Cs+].[Cs+]. The catalyst is CN(C=O)C. The product is [Cl:13][C:14]1[CH:19]=[CH:18][C:17]([O:20][C:7]2[C:6]([F:9])=[CH:5][C:4]([N+:10]([O-:12])=[O:11])=[CH:3][C:2]=2[F:1])=[CH:16][CH:15]=1. The yield is 1.06. (7) The reactants are [Br:1][C:2]1[CH:3]=[C:4]([C:8]2[N:9]=[C:10]([CH:13]([NH2:20])[CH2:14][CH2:15][CH2:16][CH:17]([CH3:19])[CH3:18])[NH:11][CH:12]=2)[CH:5]=[CH:6][CH:7]=1.[C:21]1(=O)[CH2:26][CH2:25][CH2:24][CH2:23][CH2:22]1. No catalyst specified. The product is [Br:1][C:2]1[CH:3]=[C:4]([C:8]2[N:9]=[C:10]([CH:13]([NH:20][CH:21]3[CH2:26][CH2:25][CH2:24][CH2:23][CH2:22]3)[CH2:14][CH2:15][CH2:16][CH:17]([CH3:18])[CH3:19])[NH:11][CH:12]=2)[CH:5]=[CH:6][CH:7]=1. The yield is 0.380.